From a dataset of Forward reaction prediction with 1.9M reactions from USPTO patents (1976-2016). Predict the product of the given reaction. (1) Given the reactants [CH3:1][C:2]1([CH3:32])[CH2:11][CH:10]=[C:9]([S:12][C:13]2[CH:18]=[CH:17][CH:16]=[CH:15][CH:14]=2)[C:8]2[C:7](/[CH:19]=[CH:20]/[C:21]3[CH:31]=[CH:30][C:24]([C:25]([O:27][CH2:28][CH3:29])=[O:26])=[CH:23][CH:22]=3)=[CH:6][CH:5]=[CH:4][C:3]1=2.ClC1C=C(C=CC=1)C(OO)=[O:38].[OH2:44], predict the reaction product. The product is: [CH3:32][C:2]1([CH3:1])[CH2:11][CH:10]=[C:9]([S:12]([C:13]2[CH:18]=[CH:17][CH:16]=[CH:15][CH:14]=2)(=[O:38])=[O:44])[C:8]2[C:7](/[CH:19]=[CH:20]/[C:21]3[CH:22]=[CH:23][C:24]([C:25]([O:27][CH2:28][CH3:29])=[O:26])=[CH:30][CH:31]=3)=[CH:6][CH:5]=[CH:4][C:3]1=2. (2) The product is: [F:23][C:2]([F:1])([F:22])[C:3]1([CH2:9][N:11]2[CH2:12][CH2:13][CH:14]([CH2:17][OH:18])[CH2:15][CH2:16]2)[CH2:4][CH2:5][CH2:6][CH2:7][CH2:8]1. Given the reactants [F:1][C:2]([F:23])([F:22])[C:3]1([C:9]([N:11]2[CH2:16][CH2:15][CH:14]([C:17](OCC)=[O:18])[CH2:13][CH2:12]2)=O)[CH2:8][CH2:7][CH2:6][CH2:5][CH2:4]1.[H-].[H-].[H-].[H-].[Li+].[Al+3], predict the reaction product. (3) The product is: [ClH:29].[C:25]1([CH3:28])[CH:24]=[CH:23][C:22]([O:21][C:18]2[CH:19]=[CH:20][C:15]([O:14][CH2:13][C@H:9]3[CH2:10][CH2:11][CH2:12][NH:8]3)=[CH:16][CH:17]=2)=[CH:27][CH:26]=1. Given the reactants C(OC([N:8]1[CH2:12][CH2:11][CH2:10][C@@H:9]1[CH2:13][O:14][C:15]1[CH:20]=[CH:19][C:18]([O:21][C:22]2[CH:27]=[CH:26][C:25]([CH3:28])=[CH:24][CH:23]=2)=[CH:17][CH:16]=1)=O)(C)(C)C.[ClH:29], predict the reaction product. (4) Given the reactants [C:1]([O:8][CH3:9])(=[O:7])[CH2:2][CH2:3][C:4]([O-:6])=O.F[P-](F)(F)(F)(F)F.N1(OC(N(C)C)=[N+](C)C)C2N=CC=CC=2N=N1.C(N(CC)C(C)C)(C)C.[CH3:43][C:44]([CH3:64])=[CH:45][CH2:46][CH2:47]/[C:48](/[CH3:63])=[CH:49]/[CH2:50][CH2:51]/[C:52](/[CH3:62])=[CH:53]/[CH2:54][S:55][CH2:56][C@H:57]([NH2:61])[C:58]([OH:60])=[O:59], predict the reaction product. The product is: [CH3:9][O:8][C:1](=[O:7])[CH2:2][CH2:3][C:4]([NH:61][C@@H:57]([CH2:56][S:55][CH2:54]/[CH:53]=[C:52](\[CH3:62])/[CH2:51][CH2:50]/[CH:49]=[C:48](\[CH3:63])/[CH2:47][CH2:46][CH:45]=[C:44]([CH3:64])[CH3:43])[C:58]([OH:60])=[O:59])=[O:6]. (5) Given the reactants [OH:1][NH:2][C:3]([C:5]1[CH:10]=[CH:9][C:8]([CH2:11][NH:12][C:13]([CH2:15][N:16]([CH2:33][C:34](=[O:48])[NH:35][CH2:36][C:37]2[CH:42]=[CH:41][C:40]([C:43](=[O:46])[NH:44][OH:45])=[C:39]([OH:47])[CH:38]=2)[C:17](=[O:32])[CH2:18][CH2:19][CH2:20][C:21]([NH:23][NH:24]C(OC(C)(C)C)=O)=[O:22])=[O:14])=[CH:7][C:6]=1[OH:49])=[O:4].FC(F)(F)C(O)=O, predict the reaction product. The product is: [OH:45][NH:44][C:43]([C:40]1[CH:41]=[CH:42][C:37]([CH2:36][NH:35][C:34]([CH2:33][N:16]([CH2:15][C:13](=[O:14])[NH:12][CH2:11][C:8]2[CH:9]=[CH:10][C:5]([C:3](=[O:4])[NH:2][OH:1])=[C:6]([OH:49])[CH:7]=2)[C:17](=[O:32])[CH2:18][CH2:19][CH2:20][C:21]([NH:23][NH2:24])=[O:22])=[O:48])=[CH:38][C:39]=1[OH:47])=[O:46]. (6) Given the reactants [CH3:1][O:2][C:3]([C:5]1[CH:10]=[CH:9][C:8]([C:11]2[CH2:12][CH2:13][N:14]([C:17]([O:19][C:20]([CH3:23])([CH3:22])[CH3:21])=[O:18])[CH2:15][CH:16]=2)=[CH:7][CH:6]=1)=[O:4], predict the reaction product. The product is: [CH3:1][O:2][C:3]([C:5]1[CH:6]=[CH:7][C:8]([CH:11]2[CH2:12][CH2:13][N:14]([C:17]([O:19][C:20]([CH3:23])([CH3:22])[CH3:21])=[O:18])[CH2:15][CH2:16]2)=[CH:9][CH:10]=1)=[O:4]. (7) Given the reactants [C:1]1([C:7]2[C:15]3[N:14]=[C:13]([CH:16]=[O:17])[NH:12][C:11]=3[C:10]([C:18]3[CH:23]=[CH:22][CH:21]=[CH:20][CH:19]=3)=[CH:9][CH:8]=2)[CH:6]=[CH:5][CH:4]=[CH:3][CH:2]=1.[C:24]([O-])([O-])=O.[K+].[K+].S(OC)(OC)(=O)=O.O, predict the reaction product. The product is: [CH3:24][N:12]1[C:11]2[C:10]([C:18]3[CH:19]=[CH:20][CH:21]=[CH:22][CH:23]=3)=[CH:9][CH:8]=[C:7]([C:1]3[CH:2]=[CH:3][CH:4]=[CH:5][CH:6]=3)[C:15]=2[N:14]=[C:13]1[CH:16]=[O:17]. (8) Given the reactants CC(C)([O-])C.[K+].Cl[C:8]1[CH:13]=[CH:12][CH:11]=[CH:10][CH:9]=1.[NH:14]1[CH2:19][CH2:18][O:17][CH2:16][CH2:15]1, predict the reaction product. The product is: [C:8]1([N:14]2[CH2:19][CH2:18][O:17][CH2:16][CH2:15]2)[CH:13]=[CH:12][CH:11]=[CH:10][CH:9]=1.